Dataset: TCR-epitope binding with 47,182 pairs between 192 epitopes and 23,139 TCRs. Task: Binary Classification. Given a T-cell receptor sequence (or CDR3 region) and an epitope sequence, predict whether binding occurs between them. (1) The epitope is ISDYDYYRY. The TCR CDR3 sequence is CASSIFPQGDGNTEAFF. Result: 0 (the TCR does not bind to the epitope). (2) Result: 1 (the TCR binds to the epitope). The epitope is GILGFVFTL. The TCR CDR3 sequence is CASSPTGGNTEAFF. (3) The epitope is GLIYNRMGAVTTEV. The TCR CDR3 sequence is CASSSNRGTGANVLTF. Result: 1 (the TCR binds to the epitope).